The task is: Predict which catalyst facilitates the given reaction.. This data is from Catalyst prediction with 721,799 reactions and 888 catalyst types from USPTO. (1) Reactant: [CH2:1]([N:8]1[C:13](=[O:14])[CH:12]=[CH:11][C:10]([N:15]2[C:23]3[C:18](=[CH:19][CH:20]=[CH:21][CH:22]=3)[CH2:17][C@H:16]2[C:24]([O:26]C)=[O:25])=[N:9]1)[C:2]1[CH:7]=[CH:6][CH:5]=[CH:4][CH:3]=1.O.O.[OH-].[Li+].Cl. Product: [CH2:1]([N:8]1[C:13](=[O:14])[CH:12]=[CH:11][C:10]([N:15]2[C:23]3[C:18](=[CH:19][CH:20]=[CH:21][CH:22]=3)[CH2:17][C@H:16]2[C:24]([OH:26])=[O:25])=[N:9]1)[C:2]1[CH:7]=[CH:6][CH:5]=[CH:4][CH:3]=1. The catalyst class is: 7. (2) Reactant: Cl[C:2]1[C:7]([C:8]([O:10][CH2:11][CH3:12])=[O:9])=[CH:6][N:5]=[C:4]([S:13][CH3:14])[N:3]=1.[NH2:15][C@@H:16]1[CH2:21][CH2:20][CH2:19][C@H:18]([OH:22])[CH2:17]1.CCN(C(C)C)C(C)C. Product: [OH:22][C@H:18]1[CH2:19][CH2:20][CH2:21][C@@H:16]([NH:15][C:2]2[C:7]([C:8]([O:10][CH2:11][CH3:12])=[O:9])=[CH:6][N:5]=[C:4]([S:13][CH3:14])[N:3]=2)[CH2:17]1. The catalyst class is: 8. (3) Reactant: [Cl:1][C:2]1[CH:17]=[CH:16][CH:15]=[CH:14][C:3]=1[C:4]([CH2:6][C:7]([O:9][C:10]([CH3:13])([CH3:12])[CH3:11])=[O:8])=[O:5].CO[CH:20](OC)[N:21]([CH3:23])[CH3:22]. Product: [Cl:1][C:2]1[CH:17]=[CH:16][CH:15]=[CH:14][C:3]=1[C:4](=[O:5])[C:6](=[CH:20][N:21]([CH3:23])[CH3:22])[C:7]([O:9][C:10]([CH3:12])([CH3:13])[CH3:11])=[O:8]. The catalyst class is: 11. (4) Reactant: [Cl:1][C:2]1[CH:3]=[C:4]([CH:6]=[C:7]([Cl:9])[CH:8]=1)[NH2:5].[CH2:10](C(=O)C([O-])=O)[CH3:11].[C:17]1([O:26][CH3:27])[CH:25]=[CH:24][C:20]([CH:21]=[CH:22][CH3:23])=[CH:19][CH:18]=1.F[C:29](F)(F)[C:30]([OH:32])=[O:31]. Product: [CH2:10]([O:32][C:30]([CH:29]1[CH:22]([CH3:23])[CH:21]([C:20]2[CH:24]=[CH:25][C:17]([O:26][CH3:27])=[CH:18][CH:19]=2)[C:3]2[C:4](=[CH:6][C:7]([Cl:9])=[CH:8][C:2]=2[Cl:1])[NH:5]1)=[O:31])[CH3:11]. The catalyst class is: 10.